From a dataset of Human liver microsome stability data. Regression/Classification. Given a drug SMILES string, predict its absorption, distribution, metabolism, or excretion properties. Task type varies by dataset: regression for continuous measurements (e.g., permeability, clearance, half-life) or binary classification for categorical outcomes (e.g., BBB penetration, CYP inhibition). Dataset: hlm. (1) The result is 1 (stable in human liver microsomes). The molecule is C[C@H](C(=O)N(Cc1ccc(C2CCCCC2)cc1)c1ccc(C(=O)O)c(O)c1)N(C)S(=O)(=O)c1c(F)c(F)c(F)c(F)c1F. (2) The compound is CC(=O)c1cc(C(=O)NOC[C@@H](O)CO)c(Nc2ccc(I)cc2F)n1C. The result is 0 (unstable in human liver microsomes). (3) The compound is COc1cc(-c2cn[nH]c2)c(F)cc1NC(=O)C1COc2ccccc2C1. The result is 1 (stable in human liver microsomes). (4) The compound is CCC(CC)C(=O)N=C(Nc1ccc(Cl)c(Cl)c1)Nc1nccn1C(C)C. The result is 0 (unstable in human liver microsomes). (5) The compound is CN(c1ncnc2[nH]ccc12)C1CCCCCCC1. The result is 1 (stable in human liver microsomes).